This data is from Reaction yield outcomes from USPTO patents with 853,638 reactions. The task is: Predict the reaction yield, written as a fraction of the theoretical maximum amount of product (1.0 means a 100% yield; for example, 0.34 means a 34% yield). The reactants are Cl[CH2:2][CH2:3][CH2:4][O:5][C:6]1[CH:7]=[C:8]([O:12][CH2:13][C:14]2[CH:19]=[CH:18][CH:17]=[CH:16][CH:15]=2)[CH:9]=[N:10][CH:11]=1.[CH3:20][NH2:21]. The catalyst is CO. The product is [CH3:20][NH:21][CH2:2][CH2:3][CH2:4][O:5][C:6]1[CH:11]=[N:10][CH:9]=[C:8]([O:12][CH2:13][C:14]2[CH:19]=[CH:18][CH:17]=[CH:16][CH:15]=2)[CH:7]=1. The yield is 0.717.